Dataset: Catalyst prediction with 721,799 reactions and 888 catalyst types from USPTO. Task: Predict which catalyst facilitates the given reaction. Reactant: C(OC([N:8]1[CH2:14][CH2:13][C:12](=[O:15])[N:11]([CH2:16][CH2:17][CH2:18][N:19]2[CH2:24][CH2:23][CH2:22][CH2:21][CH2:20]2)[CH2:10][CH2:9]1)=O)(C)(C)C.[ClH:25].CO. Product: [ClH:25].[ClH:25].[N:19]1([CH2:18][CH2:17][CH2:16][N:11]2[C:12](=[O:15])[CH2:13][CH2:14][NH:8][CH2:9][CH2:10]2)[CH2:20][CH2:21][CH2:22][CH2:23][CH2:24]1. The catalyst class is: 135.